Dataset: Catalyst prediction with 721,799 reactions and 888 catalyst types from USPTO. Task: Predict which catalyst facilitates the given reaction. (1) Reactant: C([N:4]1[C:13]2[CH:12]=[CH:11][C:10]([N+:14]([O-:16])=[O:15])=[CH:9][C:8]=2[C:7]2[N:17]([C:25]3[CH:30]=[CH:29][C:28]([F:31])=[CH:27][CH:26]=3)[N:18]=[C:19]([C:20]([O:22][CH2:23][CH3:24])=[O:21])[C:6]=2[CH2:5]1)(=O)C. Product: [F:31][C:28]1[CH:29]=[CH:30][C:25]([N:17]2[C:7]3[C:8]4[CH:9]=[C:10]([N+:14]([O-:16])=[O:15])[CH:11]=[CH:12][C:13]=4[NH:4][CH2:5][C:6]=3[C:19]([C:20]([O:22][CH2:23][CH3:24])=[O:21])=[N:18]2)=[CH:26][CH:27]=1. The catalyst class is: 811. (2) Reactant: [C:1]([N:9]=[C:10]=[O:11])(=[O:8])[C:2]1[CH:7]=[CH:6][CH:5]=[CH:4][CH:3]=1.[N+](=[CH:14][Si](C)(C)C)=[N-]. Product: [C:2]1([C:1]2[O:8][CH2:14][C:10](=[O:11])[N:9]=2)[CH:7]=[CH:6][CH:5]=[CH:4][CH:3]=1. The catalyst class is: 10. (3) Reactant: [F:1][C:2]1([F:30])[CH2:7][CH2:6][N:5]([C:8]([C:10]2[NH:11][C:12]3[C:17]([CH:18]=2)=[CH:16][C:15]([C:19]([N:21]2[CH2:26][CH2:25][N:24]([CH:27]([CH3:29])[CH3:28])[CH2:23][CH2:22]2)=[O:20])=[CH:14][CH:13]=3)=[O:9])[CH2:4][CH2:3]1.[Cl:31][C:32]1[CH:37]=[CH:36][C:35](B(O)O)=[CH:34][CH:33]=1.N1C=CC=CC=1. Product: [Cl:31][C:32]1[CH:37]=[CH:36][C:35]([N:11]2[C:12]3[C:17](=[CH:16][C:15]([C:19]([N:21]4[CH2:22][CH2:23][N:24]([CH:27]([CH3:28])[CH3:29])[CH2:25][CH2:26]4)=[O:20])=[CH:14][CH:13]=3)[CH:18]=[C:10]2[C:8]([N:5]2[CH2:6][CH2:7][C:2]([F:1])([F:30])[CH2:3][CH2:4]2)=[O:9])=[CH:34][CH:33]=1. The catalyst class is: 221. (4) Product: [F:1][C:2]([F:13])([F:12])[C:3]1[CH:4]=[C:5]([C:15]2[N:20]=[C:19]([C:21](=[O:23])[CH3:22])[CH:18]=[CH:17][CH:16]=2)[CH:6]=[CH:7][CH:8]=1. The catalyst class is: 11. Reactant: [F:1][C:2]([F:13])([F:12])[C:3]1[CH:4]=[C:5](B(O)O)[CH:6]=[CH:7][CH:8]=1.Br[C:15]1[N:20]=[C:19]([C:21](=[O:23])[CH3:22])[CH:18]=[CH:17][CH:16]=1.C([O-])([O-])=O.[K+].[K+]. (5) Reactant: [S:1]1[CH:5]=[CH:4][CH:3]=[C:2]1[CH:6]=O.[C:8]([NH:11][CH2:12][C:13]([OH:15])=[O:14])(=O)[CH3:9].C([O-])(=O)C.[Na+]. Product: [CH3:9][C:8]1[O:15][C:13](=[O:14])/[C:12](=[CH:6]/[C:2]2[S:1][CH:5]=[CH:4][CH:3]=2)/[N:11]=1. The catalyst class is: 152. (6) Product: [C:1]([O:5][C:6](=[O:33])[N:7]([C@H:9]([C:11](=[O:32])[NH:12][C@H:13]([C:17]([N:19]1[C:23]2=[N:24][CH:25]=[CH:26][CH:27]=[C:22]2[CH2:21][C@H:20]1[CH2:28][NH2:29])=[O:18])[CH:14]([CH3:16])[CH3:15])[CH3:10])[CH3:8])([CH3:3])([CH3:2])[CH3:4]. The catalyst class is: 43. Reactant: [C:1]([O:5][C:6](=[O:33])[N:7]([C@H:9]([C:11](=[O:32])[NH:12][C@H:13]([C:17]([N:19]1[C:23]2=[N:24][CH:25]=[CH:26][CH:27]=[C:22]2[CH2:21][C@H:20]1[CH2:28][N:29]=[N+]=[N-])=[O:18])[CH:14]([CH3:16])[CH3:15])[CH3:10])[CH3:8])([CH3:4])([CH3:3])[CH3:2]. (7) Reactant: [CH3:1][NH:2][C:3]([CH:5]1[CH:9]([NH2:10])[CH:8]([OH:11])[CH:7]([N:12]2[CH:20]=[N:19][C:18]3[C:13]2=[N:14][CH:15]=[N:16][C:17]=3[NH:21][CH2:22][C:23]2[CH:28]=[C:27]([Cl:29])[CH:26]=[CH:25][C:24]=2[O:30][CH2:31][CH:32]2[O:37][CH:36]3[O:38]C(C)(C)[O:40][CH:35]3[CH:34]3[O:43]C(C)(C)[O:45][CH:33]23)[O:6]1)=[O:4].FC(F)(F)C(O)=O.O. Product: [CH3:1][NH:2][C:3]([C@@H:5]1[C@@H:9]([NH2:10])[C@@H:8]([OH:11])[C@H:7]([N:12]2[CH:20]=[N:19][C:18]3[C:13]2=[N:14][CH:15]=[N:16][C:17]=3[NH:21][CH2:22][C:23]2[CH:28]=[C:27]([Cl:29])[CH:26]=[CH:25][C:24]=2[O:30][CH2:31][CH:32]2[CH:33]([OH:45])[CH:34]([OH:43])[CH:35]([OH:40])[CH:36]([OH:38])[O:37]2)[O:6]1)=[O:4]. The catalyst class is: 22.